This data is from Forward reaction prediction with 1.9M reactions from USPTO patents (1976-2016). The task is: Predict the product of the given reaction. The product is: [OH:1][CH:2]([C:4]1[CH:9]=[CH:8][C:7]([C:10]2[N:14]=[C:13]([C:15]3[O:19][N:18]=[C:17]([C:20]4[CH:25]=[CH:24][CH:23]=[CH:22][CH:21]=4)[C:16]=3[C:26]([F:28])([F:27])[F:29])[O:12][N:11]=2)=[C:6]([C:30]([F:32])([F:31])[F:33])[CH:5]=1)[CH2:3][N:34]1[CH2:39][CH2:38][CH2:37][C@H:36]([C:40]([OH:42])=[O:41])[CH2:35]1. Given the reactants [O:1]1[CH2:3][CH:2]1[C:4]1[CH:9]=[CH:8][C:7]([C:10]2[N:14]=[C:13]([C:15]3[O:19][N:18]=[C:17]([C:20]4[CH:25]=[CH:24][CH:23]=[CH:22][CH:21]=4)[C:16]=3[C:26]([F:29])([F:28])[F:27])[O:12][N:11]=2)=[C:6]([C:30]([F:33])([F:32])[F:31])[CH:5]=1.[NH:34]1[CH2:39][CH2:38][CH2:37][C@H:36]([C:40]([O:42]CC)=[O:41])[CH2:35]1, predict the reaction product.